Predict the reactants needed to synthesize the given product. From a dataset of Full USPTO retrosynthesis dataset with 1.9M reactions from patents (1976-2016). (1) Given the product [CH3:69][O:68][C:53]1[CH:52]=[C:51]([NH:50][C:46]2[N:45]=[C:44]([O:43][C:36]3[C:37]4[C:42](=[CH:41][CH:40]=[CH:39][CH:38]=4)[C:33]([NH:32][C:15]([NH:16][C:17]4[CH:22]=[C:21]([N:23]5[CH2:24][CH2:25][O:26][CH2:27][CH2:28]5)[CH:20]=[CH:19][C:18]=4[O:29][CH3:30])=[O:31])=[CH:34][CH:35]=3)[CH:49]=[CH:48][N:47]=2)[CH:56]=[C:55]([O:57][CH2:58][CH2:59][O:60][CH2:61][CH2:62][O:63][CH2:64][CH2:65][O:66][CH3:67])[CH:54]=1, predict the reactants needed to synthesize it. The reactants are: C(N(CC)CC)C.C1(O[C:15](=[O:31])[NH:16][C:17]2[CH:22]=[C:21]([N:23]3[CH2:28][CH2:27][O:26][CH2:25][CH2:24]3)[CH:20]=[CH:19][C:18]=2[O:29][CH3:30])C=CC=CC=1.[NH2:32][C:33]1[C:42]2[C:37](=[CH:38][CH:39]=[CH:40][CH:41]=2)[C:36]([O:43][C:44]2[CH:49]=[CH:48][N:47]=[C:46]([NH:50][C:51]3[CH:56]=[C:55]([O:57][CH2:58][CH2:59][O:60][CH2:61][CH2:62][O:63][CH2:64][CH2:65][O:66][CH3:67])[CH:54]=[C:53]([O:68][CH3:69])[CH:52]=3)[N:45]=2)=[CH:35][CH:34]=1. (2) Given the product [CH3:102][O:103][C:104]([NH:80][C@@H:79]([CH:78]([CH3:90])[CH3:77])[C:6]([N:8]1[C@@H:12]([CH3:13])[CH2:11][CH2:10][C@H:9]1[C:14]1[NH:18][C:17]2[C:19]3[C:24]([CH:25]=[CH:26][C:16]=2[N:15]=1)=[CH:23][C:22]1[C:27]2[C:32]([CH2:33][O:34][C:21]=1[CH:20]=3)=[CH:31][C:30]([C:35]1[NH:39][C:38]([C@@H:40]3[CH2:44][CH2:43][C@H:42]([CH3:45])[N:41]3[C:46](=[O:47])[C@@H:59]([NH:58][C:56](=[O:57])[O:55][CH3:54])[CH:63]([CH3:64])[CH3:65])=[N:37][CH:36]=1)=[CH:29][CH:28]=2)=[O:7])=[O:105], predict the reactants needed to synthesize it. The reactants are: C(O[C:6]([N:8]1[C@@H:12]([CH3:13])[CH2:11][CH2:10][C@H:9]1[C:14]1[NH:18][C:17]2[C:19]3[C:24]([CH:25]=[CH:26][C:16]=2[N:15]=1)=[CH:23][C:22]1[C:27]2[C:32]([CH2:33][O:34][C:21]=1[CH:20]=3)=[CH:31][C:30]([C:35]1[NH:39][C:38]([C@@H:40]3[CH2:44][CH2:43][C@H:42]([CH3:45])[N:41]3[C:46](OC(C)(C)C)=[O:47])=[N:37][CH:36]=1)=[CH:29][CH:28]=2)=[O:7])(C)(C)C.Cl.[CH3:54][O:55][C:56]([NH:58][C@@H:59]([CH:63]([CH3:65])[CH3:64])C(O)=O)=[O:57].CN(C(ON1N=NC2[CH:77]=[CH:78][CH:79]=[N:80]C1=2)=[N+](C)C)C.F[P-](F)(F)(F)(F)F.[CH3:90]CN(C(C)C)C(C)C.CO.C[CH2:102][O:103][C:104](C)=[O:105]. (3) Given the product [F:26][C:20]1[CH:21]=[C:22]([F:25])[CH:23]=[CH:24][C:19]=1[O:18][CH:15]1[CH2:16][CH2:17][N:12]([C:3]2[N:4]=[C:5]3[CH:11]=[CH:10][N:9]=[CH:8][C:6]3=[N:7][C:2]=2[NH:30][CH:28]([CH3:29])[CH3:27])[CH2:13][CH2:14]1, predict the reactants needed to synthesize it. The reactants are: Cl[C:2]1[N:7]=[C:6]2[CH:8]=[N:9][CH:10]=[CH:11][C:5]2=[N:4][C:3]=1[N:12]1[CH2:17][CH2:16][CH:15]([O:18][C:19]2[CH:24]=[CH:23][C:22]([F:25])=[CH:21][C:20]=2[F:26])[CH2:14][CH2:13]1.[CH3:27][CH:28]([NH2:30])[CH3:29].CCN(C(C)C)C(C)C. (4) Given the product [Cl:1][C:2]1[N:3]=[C:4]2[C:9](=[CH:10][CH:11]=1)[N:8]=[CH:7][C:6]1[CH:12]=[CH:30][C:29](=[O:31])[N:14]([C:15]3[CH:20]=[CH:19][CH:18]=[C:17]([C:21]([F:22])([F:23])[F:24])[CH:16]=3)[C:5]2=1, predict the reactants needed to synthesize it. The reactants are: [Cl:1][C:2]1[N:3]=[C:4]2[C:9](=[CH:10][CH:11]=1)[N:8]=[CH:7][C:6]([CH:12]=O)=[C:5]2[NH:14][C:15]1[CH:20]=[CH:19][CH:18]=[C:17]([C:21]([F:24])([F:23])[F:22])[CH:16]=1.C(O[C:29](=[O:31])[CH3:30])(=O)C. (5) Given the product [Br:1][C:2]1[CH:7]=[CH:6][N:5]=[C:4]([N:14]2[CH2:15][CH2:16][CH:11]([N:10]([CH3:17])[CH3:9])[CH2:12][CH2:13]2)[CH:3]=1, predict the reactants needed to synthesize it. The reactants are: [Br:1][C:2]1[CH:7]=[CH:6][N:5]=[C:4](F)[CH:3]=1.[CH3:9][N:10]([CH3:17])[CH:11]1[CH2:16][CH2:15][NH:14][CH2:13][CH2:12]1.C(=O)([O-])[O-].[K+].[K+].O.